Dataset: NCI-60 drug combinations with 297,098 pairs across 59 cell lines. Task: Regression. Given two drug SMILES strings and cell line genomic features, predict the synergy score measuring deviation from expected non-interaction effect. (1) Drug 1: CC1C(C(CC(O1)OC2CC(CC3=C2C(=C4C(=C3O)C(=O)C5=C(C4=O)C(=CC=C5)OC)O)(C(=O)C)O)N)O.Cl. Drug 2: CC1CCCC2(C(O2)CC(NC(=O)CC(C(C(=O)C(C1O)C)(C)C)O)C(=CC3=CSC(=N3)C)C)C. Cell line: UACC-257. Synergy scores: CSS=0.252, Synergy_ZIP=-0.660, Synergy_Bliss=-0.321, Synergy_Loewe=-3.68, Synergy_HSA=-2.65. (2) Drug 1: C1CN1C2=NC(=NC(=N2)N3CC3)N4CC4. Drug 2: N.N.Cl[Pt+2]Cl. Cell line: LOX IMVI. Synergy scores: CSS=62.3, Synergy_ZIP=-1.69, Synergy_Bliss=-1.47, Synergy_Loewe=4.12, Synergy_HSA=6.43. (3) Drug 2: CC1=C(C(=O)C2=C(C1=O)N3CC4C(C3(C2COC(=O)N)OC)N4)N. Cell line: HCC-2998. Synergy scores: CSS=32.5, Synergy_ZIP=-10.9, Synergy_Bliss=-9.20, Synergy_Loewe=-3.84, Synergy_HSA=-2.06. Drug 1: COC1=CC(=CC(=C1O)OC)C2C3C(COC3=O)C(C4=CC5=C(C=C24)OCO5)OC6C(C(C7C(O6)COC(O7)C8=CC=CS8)O)O. (4) Drug 1: CC(CN1CC(=O)NC(=O)C1)N2CC(=O)NC(=O)C2. Drug 2: CC1CCC2CC(C(=CC=CC=CC(CC(C(=O)C(C(C(=CC(C(=O)CC(OC(=O)C3CCCCN3C(=O)C(=O)C1(O2)O)C(C)CC4CCC(C(C4)OC)O)C)C)O)OC)C)C)C)OC. Cell line: RXF 393. Synergy scores: CSS=14.5, Synergy_ZIP=-12.0, Synergy_Bliss=-11.9, Synergy_Loewe=-7.98, Synergy_HSA=-6.63. (5) Drug 1: C#CCC(CC1=CN=C2C(=N1)C(=NC(=N2)N)N)C3=CC=C(C=C3)C(=O)NC(CCC(=O)O)C(=O)O. Drug 2: N.N.Cl[Pt+2]Cl. Cell line: SW-620. Synergy scores: CSS=31.9, Synergy_ZIP=-2.24, Synergy_Bliss=-0.413, Synergy_Loewe=7.89, Synergy_HSA=4.13. (6) Drug 1: CC1=C(C=C(C=C1)NC2=NC=CC(=N2)N(C)C3=CC4=NN(C(=C4C=C3)C)C)S(=O)(=O)N.Cl. Drug 2: CC1=CC2C(CCC3(C2CCC3(C(=O)C)OC(=O)C)C)C4(C1=CC(=O)CC4)C. Cell line: U251. Synergy scores: CSS=19.3, Synergy_ZIP=0.199, Synergy_Bliss=6.92, Synergy_Loewe=5.29, Synergy_HSA=8.25.